This data is from Catalyst prediction with 721,799 reactions and 888 catalyst types from USPTO. The task is: Predict which catalyst facilitates the given reaction. Reactant: C([O:5][C:6](=[O:45])/[CH:7]=[CH:8]/[C:9]1[C:14](=[O:15])[N:13]2[CH:16]=[CH:17][C:18]([C:20]([NH:22][C:23]3[S:24][CH:25]=[C:26]([C:28]([CH3:31])([CH3:30])[CH3:29])[N:27]=3)=[O:21])=[CH:19][C:12]2=[N:11][C:10]=1[N:32]1[CH2:37][CH2:36][CH2:35][CH:34]([CH2:38][C:39]([NH:41][CH2:42][CH2:43][OH:44])=[O:40])[CH2:33]1)(C)(C)C. Product: [C:28]([C:26]1[N:27]=[C:23]([NH:22][C:20]([C:18]2[CH:17]=[CH:16][N:13]3[C:14](=[O:15])[C:9](/[CH:8]=[CH:7]/[C:6]([OH:45])=[O:5])=[C:10]([N:32]4[CH2:37][CH2:36][CH2:35][CH:34]([CH2:38][C:39]([NH:41][CH2:42][CH2:43][OH:44])=[O:40])[CH2:33]4)[N:11]=[C:12]3[CH:19]=2)=[O:21])[S:24][CH:25]=1)([CH3:31])([CH3:29])[CH3:30]. The catalyst class is: 89.